This data is from NCI-60 drug combinations with 297,098 pairs across 59 cell lines. The task is: Regression. Given two drug SMILES strings and cell line genomic features, predict the synergy score measuring deviation from expected non-interaction effect. (1) Drug 1: C1=C(C(=O)NC(=O)N1)N(CCCl)CCCl. Drug 2: N.N.Cl[Pt+2]Cl. Cell line: SR. Synergy scores: CSS=49.9, Synergy_ZIP=-1.84, Synergy_Bliss=-2.70, Synergy_Loewe=-11.6, Synergy_HSA=-1.11. (2) Drug 1: C1=CN(C(=O)N=C1N)C2C(C(C(O2)CO)O)O.Cl. Drug 2: CC1C(C(CC(O1)OC2CC(CC3=C2C(=C4C(=C3O)C(=O)C5=C(C4=O)C(=CC=C5)OC)O)(C(=O)CO)O)N)O.Cl. Cell line: TK-10. Synergy scores: CSS=33.1, Synergy_ZIP=-3.40, Synergy_Bliss=-3.26, Synergy_Loewe=-8.90, Synergy_HSA=1.19. (3) Drug 1: CC12CCC(CC1=CCC3C2CCC4(C3CC=C4C5=CN=CC=C5)C)O. Drug 2: CC12CCC3C(C1CCC2OP(=O)(O)O)CCC4=C3C=CC(=C4)OC(=O)N(CCCl)CCCl.[Na+]. Cell line: NCI-H322M. Synergy scores: CSS=-7.91, Synergy_ZIP=-0.958, Synergy_Bliss=-9.87, Synergy_Loewe=-12.7, Synergy_HSA=-12.2.